From a dataset of Full USPTO retrosynthesis dataset with 1.9M reactions from patents (1976-2016). Predict the reactants needed to synthesize the given product. (1) The reactants are: [O:1]=[C:2]1[N:6]2[CH:7]=[C:8]([C:11]3[CH:16]=[CH:15][C:14]([C:17]([F:20])([F:19])[F:18])=[CH:13][CH:12]=3)[CH:9]=[CH:10][C:5]2=[N:4][N:3]1[CH2:21][C:22]([NH:24][CH2:25][C:26](=[O:28])[CH3:27])=O. Given the product [CH3:27][C:26]1[O:28][C:22]([CH2:21][N:3]2[C:2](=[O:1])[N:6]3[CH:7]=[C:8]([C:11]4[CH:16]=[CH:15][C:14]([C:17]([F:19])([F:20])[F:18])=[CH:13][CH:12]=4)[CH:9]=[CH:10][C:5]3=[N:4]2)=[N:24][CH:25]=1, predict the reactants needed to synthesize it. (2) Given the product [C:8]([O:13][CH2:6][CH2:1][CH3:7])(=[O:12])[C:9]([CH3:11])=[O:10], predict the reactants needed to synthesize it. The reactants are: [C:1]1([CH3:7])[CH:6]=CC=CC=1.[C:8]([OH:13])(=[O:12])[C:9]([CH3:11])=[O:10].C(O)CC.